From a dataset of Full USPTO retrosynthesis dataset with 1.9M reactions from patents (1976-2016). Predict the reactants needed to synthesize the given product. (1) The reactants are: [Br:1][C:2]1[C:11]2[C:6](=[CH:7][CH:8]=[CH:9][CH:10]=2)[C:5]([C:12]2[CH:17]=[CH:16][CH:15]=[CH:14][C:13]=2C=O)=[CH:4][CH:3]=1.[Cl-].COC[P+](C1C=CC=CC=1)(C1C=CC=CC=1)C1C=CC=CC=1.[O:43]1[CH2:47]C[CH2:45][CH2:44]1.CC(C)([O-])C.[K+]. Given the product [Br:1][C:2]1[C:11]2[C:6](=[CH:7][CH:8]=[CH:9][CH:10]=2)[C:5]([C:12]2([CH:45]=[CH:44][O:43][CH3:47])[CH:17]=[CH:16][CH:15]=[CH:14][CH2:13]2)=[CH:4][CH:3]=1, predict the reactants needed to synthesize it. (2) Given the product [C:18]1([C:21]2[CH:26]=[CH:25][CH:24]=[CH:23][CH:22]=2)[CH:17]=[CH:16][C:15]([O:14][CH2:13][C:10]2[O:9][C:8]([C:6]([OH:7])=[O:5])=[CH:12][CH:11]=2)=[CH:20][CH:19]=1, predict the reactants needed to synthesize it. The reactants are: O.[OH-].[Li+].C[O:5][C:6]([C:8]1[O:9][C:10]([CH2:13][O:14][C:15]2[CH:20]=[CH:19][C:18]([C:21]3[CH:26]=[CH:25][CH:24]=[CH:23][CH:22]=3)=[CH:17][CH:16]=2)=[CH:11][CH:12]=1)=[O:7]. (3) Given the product [C:1]([NH:4][CH:5]([CH2:6][C:7]1[CH:44]=[CH:43][C:10]([N:11]([C:34](=[O:42])[C:35]([O:37][C:38]([CH3:40])([CH3:39])[CH3:41])=[O:36])[C:12]2[CH:33]=[CH:32][CH:31]=[CH:30][C:13]=2[C:14]([O:16][CH:17]([C:18]2[CH:19]=[CH:20][CH:21]=[CH:22][CH:23]=2)[C:24]2[CH:29]=[CH:28][CH:27]=[CH:26][CH:25]=2)=[O:15])=[C:9]([CH2:45][CH3:46])[CH:8]=1)[C:47]([NH:48][CH2:49][CH2:50][CH2:51][CH2:52][C:53]([OH:61])=[O:54])=[O:62])(=[O:3])[CH3:2], predict the reactants needed to synthesize it. The reactants are: [C:1]([NH:4][CH:5]([C:47](=[O:62])[NH:48][CH2:49][CH2:50][CH2:51][CH2:52][C:53](=[O:61])[O:54]CC[Si](C)(C)C)[CH2:6][C:7]1[CH:44]=[CH:43][C:10]([N:11]([C:34](=[O:42])[C:35]([O:37][C:38]([CH3:41])([CH3:40])[CH3:39])=[O:36])[C:12]2[CH:33]=[CH:32][CH:31]=[CH:30][C:13]=2[C:14]([O:16][CH:17]([C:24]2[CH:29]=[CH:28][CH:27]=[CH:26][CH:25]=2)[C:18]2[CH:23]=[CH:22][CH:21]=[CH:20][CH:19]=2)=[O:15])=[C:9]([CH2:45][CH3:46])[CH:8]=1)(=[O:3])[CH3:2].[F-].C([N+](CCCC)(CCCC)CCCC)CCC.